This data is from Catalyst prediction with 721,799 reactions and 888 catalyst types from USPTO. The task is: Predict which catalyst facilitates the given reaction. (1) Reactant: [Br-].Br[CH2:3][P+](C1C=CC=CC=1)(C1C=CC=CC=1)C1C=CC=CC=1.CC(C)([O-])C.[K+].[Cl:29][C:30]1[CH:37]=[CH:36][CH:35]=[C:34]([F:38])[C:31]=1[CH:32]=O.O. Product: [Cl:29][C:30]1[CH:37]=[CH:36][CH:35]=[C:34]([F:38])[C:31]=1[C:32]#[CH:3]. The catalyst class is: 1. (2) Reactant: C[Si]([N-][Si](C)(C)C)(C)C.[Li+].O1CCCC1.[O:16]=[C:17]1[CH2:22][CH2:21][N:20]([C:23]([O:25][C:26]([CH3:29])([CH3:28])[CH3:27])=[O:24])[CH2:19][CH2:18]1.C1C=CC(N([S:37]([C:40]([F:43])([F:42])[F:41])(=[O:39])=[O:38])[S:37]([C:40]([F:43])([F:42])[F:41])(=[O:39])=[O:38])=CC=1.[Cl-].[NH4+]. Product: [F:41][C:40]([F:43])([F:42])[S:37]([O:16][C:17]1[CH2:22][CH2:21][N:20]([C:23]([O:25][C:26]([CH3:29])([CH3:28])[CH3:27])=[O:24])[CH2:19][CH:18]=1)(=[O:39])=[O:38]. The catalyst class is: 7. (3) Reactant: [CH3:1][O:2][C:3]1[CH:4]=[C:5]([CH:22]=[CH:23][C:24]=1[O:25][CH2:26][C:27]1[N:28]=[C:29]([C:33]2[CH:38]=[CH:37][CH:36]=[CH:35][CH:34]=2)[O:30][C:31]=1[CH3:32])[CH2:6][O:7][C:8]1[C:12]([C:13](O)=[O:14])=[CH:11][N:10]([C:16]2[CH:21]=[CH:20][CH:19]=[CH:18][CH:17]=2)[N:9]=1.Cl.C([N:42]=C=NCCCN(C)C)C.CN(C)C=O. Product: [CH3:1][O:2][C:3]1[CH:4]=[C:5]([CH:22]=[CH:23][C:24]=1[O:25][CH2:26][C:27]1[N:28]=[C:29]([C:33]2[CH:34]=[CH:35][CH:36]=[CH:37][CH:38]=2)[O:30][C:31]=1[CH3:32])[CH2:6][O:7][C:8]1[C:12]([C:13]([NH2:42])=[O:14])=[CH:11][N:10]([C:16]2[CH:17]=[CH:18][CH:19]=[CH:20][CH:21]=2)[N:9]=1. The catalyst class is: 6.